This data is from Full USPTO retrosynthesis dataset with 1.9M reactions from patents (1976-2016). The task is: Predict the reactants needed to synthesize the given product. Given the product [F:18][C:13]([F:17])([CH2:14][OH:15])[CH2:12][N:3]1[C:2](=[O:1])[C:10]2[C:5](=[CH:6][CH:7]=[CH:8][CH:9]=2)[C:4]1=[O:11], predict the reactants needed to synthesize it. The reactants are: [O:1]=[C:2]1[C:10]2[C:5](=[CH:6][CH:7]=[CH:8][CH:9]=2)[C:4](=[O:11])[N:3]1[CH2:12][C:13]([F:18])([F:17])[C:14](O)=[O:15].C(OCC)(=O)C.